Dataset: Reaction yield outcomes from USPTO patents with 853,638 reactions. Task: Predict the reaction yield, written as a fraction of the theoretical maximum amount of product (1.0 means a 100% yield; for example, 0.34 means a 34% yield). (1) The yield is 0.700. The product is [CH3:21][C:20]1[C:16]([C:13]2[S:12][C:11]([C:9]([N:5]3[CH2:6][CH2:7][CH2:8][C@@H:3]([NH:2][S:34]([CH3:33])(=[O:36])=[O:35])[CH2:4]3)=[O:10])=[CH:15][CH:14]=2)=[N:17][O:18][C:19]=1[C:22]([F:25])([F:24])[F:23]. The catalyst is C1COCC1. The reactants are Cl.[NH2:2][C@@H:3]1[CH2:8][CH2:7][CH2:6][N:5]([C:9]([C:11]2[S:12][C:13]([C:16]3[C:20]([CH3:21])=[C:19]([C:22]([F:25])([F:24])[F:23])[O:18][N:17]=3)=[CH:14][CH:15]=2)=[O:10])[CH2:4]1.C(N(CC)CC)C.[CH3:33][S:34](Cl)(=[O:36])=[O:35]. (2) The reactants are S(=O)(=O)(O)O.[CH:6]1([NH:11][C:12]2[N:17]=[C:16]([C:18]3[C:19]([CH:27]([C:29]4[CH:34]=[CH:33][CH:32]=[CH:31][CH:30]=4)O)=[N:20][N:21]4[CH:26]=[CH:25][CH:24]=[CH:23][C:22]=34)[CH:15]=[CH:14][N:13]=2)[CH2:10][CH2:9][CH2:8][CH2:7]1.[H][H]. The product is [CH2:27]([C:19]1[C:18]([C:16]2[CH:15]=[CH:14][N:13]=[C:12]([NH:11][CH:6]3[CH2:7][CH2:8][CH2:9][CH2:10]3)[N:17]=2)=[C:22]2[CH:23]=[CH:24][CH:25]=[CH:26][N:21]2[N:20]=1)[C:29]1[CH:30]=[CH:31][CH:32]=[CH:33][CH:34]=1. The yield is 0.660. The catalyst is C(O)C.[Pd]. (3) The reactants are [Cl:1][C:2]1[CH:14]=[CH:13][C:5]([NH:6]C(=O)C(C)(C)C)=[C:4]([O:15][CH3:16])[CH:3]=1.[Li]C(CC)C.[F:22][C:23]([F:30])([F:29])[C:24](OCC)=[O:25].Cl.C([O-])([O-])=O.[K+].[K+]. The catalyst is C1COCC1.C1CCCCC1.COCCOC. The product is [NH2:6][C:5]1[C:4]([O:15][CH3:16])=[CH:3][C:2]([Cl:1])=[CH:14][C:13]=1[C:24](=[O:25])[C:23]([F:30])([F:29])[F:22]. The yield is 0.610. (4) The reactants are [C:1]([C:3]1[CH:4]=[C:5]([CH:7]=[CH:8][CH:9]=1)[NH2:6])#[CH:2].[CH3:10][N:11]1[CH:15]=[CH:14][CH:13]=[C:12]1[C:16](Cl)=[O:17].C(N(CC)CC)C. The catalyst is C1COCC1. The product is [C:1]([C:3]1[CH:4]=[C:5]([NH:6][C:16]([C:12]2[N:11]([CH3:10])[CH:15]=[CH:14][CH:13]=2)=[O:17])[CH:7]=[CH:8][CH:9]=1)#[CH:2]. The yield is 0.680.